Task: Predict which catalyst facilitates the given reaction.. Dataset: Catalyst prediction with 721,799 reactions and 888 catalyst types from USPTO (1) Reactant: [Cl:1][C:2]1[CH:7]=[C:6]([Cl:8])[CH:5]=[CH:4][C:3]=1[C:9]1[N:10]=[C:11]([CH:14]([NH:23][C:24]([CH:26]2[CH2:31][CH2:30][CH:29]([CH2:32][CH3:33])[CH2:28][CH2:27]2)=[O:25])[CH2:15][C:16]2[CH:21]=[CH:20][C:19]([OH:22])=[CH:18][CH:17]=2)[NH:12][CH:13]=1.Br[CH2:35][C:36]#[C:37][CH3:38]. Product: [CH2:35]([N:12]1[CH:13]=[C:9]([C:3]2[CH:4]=[CH:5][C:6]([Cl:8])=[CH:7][C:2]=2[Cl:1])[N:10]=[C:11]1[C@@H:14]([NH:23][C:24]([C@H:26]1[CH2:27][CH2:28][C@H:29]([CH2:32][CH3:33])[CH2:30][CH2:31]1)=[O:25])[CH2:15][C:16]1[CH:21]=[CH:20][C:19]([OH:22])=[CH:18][CH:17]=1)[C:36]#[C:37][CH3:38]. The catalyst class is: 28. (2) Reactant: [CH3:1][C:2]1[CH:23]=[C:22]([CH3:24])[CH:21]=[C:20]([CH3:25])[C:3]=1[C:4]([P:6]([C:9](=[O:19])[C:10]1[C:15]([CH3:16])=[CH:14][C:13]([CH3:17])=[CH:12][C:11]=1[CH3:18])(=[O:8])[OH:7])=[O:5].[CH:26]1([NH2:32])[CH2:31][CH2:30][CH2:29][CH2:28][CH2:27]1. Product: [CH:26]1([NH3+:32])[CH2:31][CH2:30][CH2:29][CH2:28][CH2:27]1.[CH3:1][C:2]1[CH:23]=[C:22]([CH3:24])[CH:21]=[C:20]([CH3:25])[C:3]=1[C:4]([P:6]([C:9](=[O:19])[C:10]1[C:11]([CH3:18])=[CH:12][C:13]([CH3:17])=[CH:14][C:15]=1[CH3:16])(=[O:7])[O-:8])=[O:5]. The catalyst class is: 5. (3) Reactant: [CH:1]1([N:5]2[CH2:10][CH2:9][CH:8]([O:11][C:12]3[CH:17]=[CH:16][C:15]([N:18]4[CH2:23][CH2:22][N:21](C(OCC5C=CC=CC=5)=O)[CH2:20][C:19]4=[O:34])=[CH:14][CH:13]=3)[CH2:7][CH2:6]2)[CH2:4][CH2:3][CH2:2]1. Product: [CH:1]1([N:5]2[CH2:6][CH2:7][CH:8]([O:11][C:12]3[CH:13]=[CH:14][C:15]([N:18]4[CH2:23][CH2:22][NH:21][CH2:20][C:19]4=[O:34])=[CH:16][CH:17]=3)[CH2:9][CH2:10]2)[CH2:4][CH2:3][CH2:2]1. The catalyst class is: 579.